This data is from Forward reaction prediction with 1.9M reactions from USPTO patents (1976-2016). The task is: Predict the product of the given reaction. (1) Given the reactants [N:1]1([CH2:11][CH2:12][C:13]([OH:15])=O)[C:10]2[C:5](=[CH:6][CH:7]=[CH:8][CH:9]=2)[CH2:4][CH2:3][CH2:2]1.F[B-](F)(F)F.C1(=O)N(OC(N(C)C)=[N+](C)C)C(=O)CC1.C(N(CC)C(C)C)(C)C.[CH3:45][N:46]([CH3:50])[CH2:47][CH2:48][NH2:49], predict the reaction product. The product is: [N:1]1([CH2:11][CH2:12][C:13]([NH:49][CH2:48][CH2:47][N:46]([CH3:50])[CH3:45])=[O:15])[C:10]2[C:5](=[CH:6][CH:7]=[CH:8][CH:9]=2)[CH2:4][CH2:3][CH2:2]1. (2) Given the reactants [CH3:1][O:2][C:3]1[CH:8]=[CH:7][C:6]([C:9]2[N:10]=[C:11]([CH:14]3[O:19][CH2:18][CH2:17][NH:16][CH2:15]3)[NH:12][CH:13]=2)=[CH:5][CH:4]=1.[Cl:20][C:21]1[CH:26]=[C:25](Cl)[N:24]=[C:23]([NH2:28])[N:22]=1.CCN(C(C)C)C(C)C, predict the reaction product. The product is: [Cl:20][C:21]1[CH:26]=[C:25]([N:16]2[CH2:17][CH2:18][O:19][CH:14]([C:11]3[NH:12][CH:13]=[C:9]([C:6]4[CH:7]=[CH:8][C:3]([O:2][CH3:1])=[CH:4][CH:5]=4)[N:10]=3)[CH2:15]2)[N:24]=[C:23]([NH2:28])[N:22]=1. (3) Given the reactants [F:1][C:2]1[CH:3]=[CH:4][C:5]([N+:10]([O-:12])=[O:11])=[C:6]([CH:9]=1)[CH:7]=O.[CH2:13]([O:15][C:16](=[O:37])[CH:17]=P(C1C=CC=CC=1)(C1C=CC=CC=1)C1C=CC=CC=1)[CH3:14], predict the reaction product. The product is: [CH2:13]([O:15][C:16](=[O:37])/[CH:17]=[CH:7]/[C:6]1[CH:9]=[C:2]([F:1])[CH:3]=[CH:4][C:5]=1[N+:10]([O-:12])=[O:11])[CH3:14]. (4) Given the reactants [Cl:1][C:2]1[C:7](/[C:8](/O)=[CH:9]\[C:10]2[CH:15]=[CH:14][N:13]=[C:12]([Cl:16])[N:11]=2)=[CH:6][CH:5]=[CH:4][C:3]=1[NH:18][S:19]([C:22]1[C:27]([F:28])=[CH:26][CH:25]=[CH:24][C:23]=1[F:29])(=[O:21])=[O:20].[N:30]1([C:36](=[S:38])[NH2:37])[CH2:35][CH2:34][O:33][CH2:32][CH2:31]1, predict the reaction product. The product is: [Cl:1][C:2]1[C:7]([C:8]2[N:37]=[C:36]([N:30]3[CH2:35][CH2:34][O:33][CH2:32][CH2:31]3)[S:38][C:9]=2[C:10]2[CH:15]=[CH:14][N:13]=[C:12]([Cl:16])[N:11]=2)=[CH:6][CH:5]=[CH:4][C:3]=1[NH:18][S:19]([C:22]1[C:27]([F:28])=[CH:26][CH:25]=[CH:24][C:23]=1[F:29])(=[O:21])=[O:20].